From a dataset of HIV replication inhibition screening data with 41,000+ compounds from the AIDS Antiviral Screen. Binary Classification. Given a drug SMILES string, predict its activity (active/inactive) in a high-throughput screening assay against a specified biological target. (1) The drug is C=C(C)C1CC=C(C)C(O)(C2(O)CC(C(=C)C)CC=C2C)C1. The result is 0 (inactive). (2) The molecule is O=C(C=Cc1ccc(O)c(O)c1)OCCOC(=O)C=Cc1ccc(O)c(O)c1. The result is 0 (inactive). (3) The compound is O=S(=O)(O)Oc1cc2c(c(OS(=O)(=O)O)c1)CC(OS(=O)(=O)O)C(c1ccc(OS(=O)(=O)O)c(OS(=O)(=O)O)c1)O2.[KH]. The result is 1 (active). (4) The compound is CC(=O)[OH+][Ni-3]12([OH+]C(C)=O)Oc3c(Cl)cc(Cl)cc3C=[N+]1[N-]C(c1ccncc1)=[O+]2. The result is 0 (inactive). (5) The compound is CC1(c2cccc3ccccc23)OC(=O)c2ccccc21. The result is 0 (inactive).